This data is from Full USPTO retrosynthesis dataset with 1.9M reactions from patents (1976-2016). The task is: Predict the reactants needed to synthesize the given product. (1) The reactants are: [OH:1][C:2]1[CH:15]=[CH:14][C:5]([C:6]([C:8]2[CH:13]=[CH:12][CH:11]=[CH:10][CH:9]=2)=[O:7])=[CH:4][CH:3]=1.[C:16]([C:25]1[CH:30]=[CH:29][C:28]([OH:31])=[CH:27][CH:26]=1)([C:19]1[CH:24]=[CH:23][CH:22]=[CH:21][CH:20]=1)([CH3:18])[CH3:17].C(N(CC)CC)C.[OH-].[Na+].C(Cl)(Cl)=O. Given the product [C:6]([C:8]1[CH:13]=[CH:12][CH:11]=[CH:10][CH:9]=1)(=[O:7])[C:5]1[CH:14]=[CH:15][CH:2]=[CH:3][CH:4]=1.[CH3:17][C:16]([C:19]1[CH:24]=[CH:23][C:22]([OH:1])=[CH:21][CH:20]=1)([C:25]1[CH:26]=[CH:27][C:28]([OH:31])=[CH:29][CH:30]=1)[CH3:18], predict the reactants needed to synthesize it. (2) Given the product [O:19]=[C:13]1[CH:12]([N:5]2[C:4](=[O:20])[C:3]3[C:7](=[CH:8][CH:9]=[CH:10][C:2]=3[NH:1][C:21](=[O:26])[CH2:22][CH2:23][CH2:24][CH3:25])[C:6]2=[O:11])[CH2:17][CH2:16][C:15](=[O:18])[NH:14]1, predict the reactants needed to synthesize it. The reactants are: [NH2:1][C:2]1[CH:10]=[CH:9][CH:8]=[C:7]2[C:3]=1[C:4](=[O:20])[N:5]([CH:12]1[CH2:17][CH2:16][C:15](=[O:18])[NH:14][C:13]1=[O:19])[C:6]2=[O:11].[C:21](Cl)(=[O:26])[CH2:22][CH2:23][CH2:24][CH3:25]. (3) Given the product [CH3:16][O:28][N:29]([CH3:33])[C:12]([CH:10]1[CH2:9][N:8]([C:6]([O:5][C:1]([CH3:2])([CH3:3])[CH3:4])=[O:7])[CH2:11]1)=[O:14], predict the reactants needed to synthesize it. The reactants are: [C:1]([O:5][C:6]([N:8]1[CH2:11][CH:10]([C:12]([OH:14])=O)[CH2:9]1)=[O:7])([CH3:4])([CH3:3])[CH3:2].Cl.[CH3:16]N(C)CCCN=C=NCC.O.[OH:28][N:29]1[C:33]2C=CC=CC=2N=N1.C(N(CC)C(C)C)(C)C. (4) Given the product [CH2:2]([O:15][C:16]1[CH:17]=[CH:18][C:19]2[CH2:26][CH:25]([CH2:27][OH:28])[NH:24][C:23](=[O:29])[CH:22]([CH:30]([CH3:32])[CH3:31])[N:21]([CH3:33])[C:20]=2[CH:34]=1)[CH2:3][CH2:4][CH2:5][CH2:6][CH:7]=[CH2:8], predict the reactants needed to synthesize it. The reactants are: Br[CH2:2][CH2:3][CH2:4][CH2:5][CH2:6][CH:7]=[CH2:8].C([O-])([O-])=O.[K+].[K+].[OH:15][C:16]1[CH:17]=[CH:18][C:19]2[CH2:26][C@@H:25]([CH2:27][OH:28])[NH:24][C:23](=[O:29])[C@H:22]([CH:30]([CH3:32])[CH3:31])[N:21]([CH3:33])[C:20]=2[CH:34]=1. (5) Given the product [CH:24]([C:27]1[CH:32]=[C:31]([O:33][CH3:34])[CH:30]=[CH:29][C:28]=1[C:2]1[CH:3]=[C:4]2[C:8]3=[C:9]([CH2:11][CH2:12][N:7]3[C@H:6]3[CH2:13][CH2:14][N:15]([C:17]([O:19][C:20]([CH3:21])([CH3:23])[CH3:22])=[O:18])[CH2:16][C@@H:5]23)[CH:10]=1)([CH3:26])[CH3:25], predict the reactants needed to synthesize it. The reactants are: Br[C:2]1[CH:3]=[C:4]2[C:8]3=[C:9]([CH2:11][CH2:12][N:7]3[C@H:6]3[CH2:13][CH2:14][N:15]([C:17]([O:19][C:20]([CH3:23])([CH3:22])[CH3:21])=[O:18])[CH2:16][C@@H:5]23)[CH:10]=1.[CH:24]([C:27]1[CH:32]=[C:31]([O:33][CH3:34])[CH:30]=[CH:29][C:28]=1B(O)O)([CH3:26])[CH3:25].